Dataset: Full USPTO retrosynthesis dataset with 1.9M reactions from patents (1976-2016). Task: Predict the reactants needed to synthesize the given product. (1) Given the product [Cl:1][C:2]1[C:7]([NH:8][S:13]([CH3:16])(=[O:14])=[O:15])=[CH:6][C:5]([C:17]2[S:21][C:20]([NH:25][CH3:24])=[N:19][C:18]=2[CH3:23])=[CH:4][N:3]=1, predict the reactants needed to synthesize it. The reactants are: [Cl:1][C:2]1[C:7]([N:8]([S:13]([CH3:16])(=[O:15])=[O:14])S(C)(=O)=O)=[CH:6][C:5]([C:17]2[S:21][C:20](Cl)=[N:19][C:18]=2[CH3:23])=[CH:4][N:3]=1.[CH3:24][NH2:25]. (2) Given the product [CH:5]1[CH:4]=[C:3]([N:9]2[CH2:14][CH2:13][N:12]([CH2:16][CH2:17][CH2:18][CH2:19][O:20][C:21]3[CH:22]=[CH:23][C:24]4[CH2:25][CH2:26][C:27](=[O:31])[NH:28][C:29]=4[CH:30]=3)[CH2:11][CH2:10]2)[C:2]([Cl:1])=[C:7]([Cl:8])[CH:6]=1, predict the reactants needed to synthesize it. The reactants are: [Cl:1][C:2]1[C:7]([Cl:8])=[CH:6][CH:5]=[CH:4][C:3]=1[N:9]1[CH2:14][CH2:13][NH:12][CH2:11][CH2:10]1.Cl[CH2:16][CH2:17][CH2:18][CH2:19][O:20][C:21]1[CH:30]=[C:29]2[C:24]([CH2:25][CH2:26][C:27](=[O:31])[NH:28]2)=[CH:23][CH:22]=1.Cl.ClC1C(Cl)=CC=CC=1N1CCNCC1.C(=O)([O-])[O-].[K+].[K+]. (3) Given the product [C:45]1([S:44]([CH2:43][C:40]2[C:32]([C:33]([O:35][C:36]([CH3:39])([CH3:38])[CH3:37])=[O:34])=[C:31]([O:51][CH3:52])[C:30]([C:27]3[CH:28]=[CH:29][O:25][CH:26]=3)=[CH:42][CH:41]=2)=[O:8])[CH:50]=[CH:49][CH:48]=[CH:47][CH:46]=1, predict the reactants needed to synthesize it. The reactants are: C1(S(CC2C(C(OCC)=O)=C(OC)C(CC)=CC=2)=[O:8])C=CC=CC=1.[O:25]1[CH:29]=[CH:28][C:27]([C:30]2[C:31]([O:51][CH3:52])=[C:32]([C:40]([CH2:43][S:44][C:45]3[CH:50]=[CH:49][CH:48]=[CH:47][CH:46]=3)=[CH:41][CH:42]=2)[C:33]([O:35][C:36]([CH3:39])([CH3:38])[CH3:37])=[O:34])=[CH:26]1. (4) Given the product [Cl:3][C:4]1[CH:9]=[C:8]([Cl:10])[C:7]([O:11][CH3:12])=[CH:6][C:5]=1[C:13](=[C:25]([F:27])[F:26])[C:14]([O:16][CH3:17])=[O:15], predict the reactants needed to synthesize it. The reactants are: [H-].[Na+].[Cl:3][C:4]1[CH:9]=[C:8]([Cl:10])[C:7]([O:11][CH3:12])=[CH:6][C:5]=1[CH:13](C([O-])=O)[C:14]([O:16][C:17](C)(C)C)=[O:15].Br[C:25](Br)([F:27])[F:26].[Cl-].[NH4+].